This data is from Reaction yield outcomes from USPTO patents with 853,638 reactions. The task is: Predict the reaction yield, written as a fraction of the theoretical maximum amount of product (1.0 means a 100% yield; for example, 0.34 means a 34% yield). (1) The reactants are [Cl-].O[NH3+:3].[C:4](=[O:7])([O-])[OH:5].[Na+].CS(C)=O.[Si]([O:20][CH:21]([C:52](C)(C)C)[CH2:22][N:23]1[C:28](=[O:29])[C:27]([CH2:30][C:31]2[CH:36]=[CH:35][C:34]([C:37]3[C:38]([C:43]#[N:44])=[CH:39][CH:40]=[CH:41][CH:42]=3)=[CH:33][CH:32]=2)=[C:26]([CH2:45][CH2:46][CH3:47])[N:25]2[N:48]=[C:49]([CH3:51])[N:50]=[C:24]12)(C(C)(C)C)(C)C. The catalyst is O.C(OCC)(=O)C. The product is [OH:20][CH:21]([CH3:52])[CH2:22][N:23]1[C:28](=[O:29])[C:27]([CH2:30][C:31]2[CH:36]=[CH:35][C:34]([C:37]3[CH:42]=[CH:41][CH:40]=[CH:39][C:38]=3[C:43]3[NH:3][C:4](=[O:7])[O:5][N:44]=3)=[CH:33][CH:32]=2)=[C:26]([CH2:45][CH2:46][CH3:47])[N:25]2[N:48]=[C:49]([CH3:51])[N:50]=[C:24]12. The yield is 0.720. (2) The reactants are [NH2:1][C:2]1[CH:3]=[C:4]([S:8]([N:11]2[C:20](=[O:21])[C:19]3[C:14](=[CH:15][C:16]([Cl:22])=[CH:17][CH:18]=3)[NH:13][C:12]2=[O:23])(=[O:10])=[O:9])[CH:5]=[CH:6][CH:7]=1.C1(=O)[O:29][C:27](=[O:28])[CH2:26][CH2:25]1.C1C[O:34][CH2:33]C1. No catalyst specified. The product is [Cl:22][C:16]1[CH:15]=[C:14]2[C:19]([C:20](=[O:21])[N:11]([S:8]([C:4]3[CH:3]=[C:2]([NH:1][C:33]([CH:26]([CH3:25])[C:27]([OH:29])=[O:28])=[O:34])[CH:7]=[CH:6][CH:5]=3)(=[O:10])=[O:9])[C:12](=[O:23])[NH:13]2)=[CH:18][CH:17]=1. The yield is 0.960.